From a dataset of Full USPTO retrosynthesis dataset with 1.9M reactions from patents (1976-2016). Predict the reactants needed to synthesize the given product. Given the product [Cl:15][C:16]1[C:23]([N+:24]([O-:26])=[O:25])=[CH:22][C:19]([C:20]#[N:21])=[CH:18][C:17]=1[O:27][CH:33]1[CH2:29][CH2:30][N:31]([C:34]([O:36][C:37]([CH3:40])([CH3:39])[CH3:38])=[O:35])[CH2:32]1, predict the reactants needed to synthesize it. The reactants are: CC(OC(/N=N/C(OC(C)C)=O)=O)C.[Cl:15][C:16]1[C:23]([N+:24]([O-:26])=[O:25])=[CH:22][C:19]([C:20]#[N:21])=[CH:18][C:17]=1[OH:27].O[CH:29]1[CH2:33][CH2:32][N:31]([C:34]([O:36][C:37]([CH3:40])([CH3:39])[CH3:38])=[O:35])[CH2:30]1.C1C=CC(P(C2C=CC=CC=2)C2C=CC=CC=2)=CC=1.